From a dataset of Reaction yield outcomes from USPTO patents with 853,638 reactions. Predict the reaction yield, written as a fraction of the theoretical maximum amount of product (1.0 means a 100% yield; for example, 0.34 means a 34% yield). The reactants are [CH3:1][O:2][C:3](=[O:33])[C:4]1[CH:9]=[CH:8][CH:7]=[C:6]([C:10]2[CH:11]=[C:12]3[C:18]([C:19]4[CH:24]=[CH:23][CH:22]=[CH:21][C:20]=4[O:25][CH3:26])=[N:17][N:16](COCCOC)[C:13]3=[N:14][CH:15]=2)[CH:5]=1.B(F)(F)F.CCOCC. The catalyst is ClCCl. The product is [CH3:1][O:2][C:3](=[O:33])[C:4]1[CH:9]=[CH:8][CH:7]=[C:6]([C:10]2[CH:11]=[C:12]3[C:18]([C:19]4[CH:24]=[CH:23][CH:22]=[CH:21][C:20]=4[O:25][CH3:26])=[N:17][NH:16][C:13]3=[N:14][CH:15]=2)[CH:5]=1. The yield is 0.230.